Dataset: Peptide-MHC class II binding affinity with 134,281 pairs from IEDB. Task: Regression. Given a peptide amino acid sequence and an MHC pseudo amino acid sequence, predict their binding affinity value. This is MHC class II binding data. (1) The peptide sequence is FAGAWCVPKVTFTVE. The MHC is DRB1_0901 with pseudo-sequence DRB1_0901. The binding affinity (normalized) is 0.383. (2) The peptide sequence is YAKMRSAHTNDVKQL. The binding affinity (normalized) is 0.328. The MHC is DRB3_0202 with pseudo-sequence DRB3_0202. (3) The peptide sequence is YDKFLANVNTVLTGK. The MHC is DRB1_0405 with pseudo-sequence DRB1_0405. The binding affinity (normalized) is 0.675. (4) The peptide sequence is AEGLSGEPKGAAESS. The MHC is HLA-DPA10201-DPB10101 with pseudo-sequence HLA-DPA10201-DPB10101. The binding affinity (normalized) is 0.187. (5) The peptide sequence is RQPIQPLQPTIHITP. The MHC is H-2-IAb with pseudo-sequence H-2-IAb. The binding affinity (normalized) is 0.796. (6) The peptide sequence is NQAFRNIVNMLHGVR. The MHC is DRB5_0101 with pseudo-sequence DRB5_0101. The binding affinity (normalized) is 0.541. (7) The peptide sequence is GELQIKDKIDAAFKI. The MHC is DRB4_0101 with pseudo-sequence DRB4_0103. The binding affinity (normalized) is 0.673.